Dataset: Forward reaction prediction with 1.9M reactions from USPTO patents (1976-2016). Task: Predict the product of the given reaction. (1) Given the reactants Cl[C:2]1[N:7]=[C:6]([CH3:8])[C:5]([C:9]([O:11][CH3:12])=[O:10])=[C:4]([NH:13][C:14]2[CH:15]=[C:16]([CH3:20])[CH:17]=[CH:18][CH:19]=2)[N:3]=1.[NH2:21][C@@H:22]1[CH2:27][CH2:26][CH2:25][CH2:24][C@@H:23]1[NH:28][C:29](=[O:35])[O:30][C:31]([CH3:34])([CH3:33])[CH3:32].C(N(CC)CC)C, predict the reaction product. The product is: [C:31]([O:30][C:29]([NH:28][C@H:23]1[CH2:24][CH2:25][CH2:26][CH2:27][C@H:22]1[NH:21][C:2]1[N:7]=[C:6]([CH3:8])[C:5]([C:9]([O:11][CH3:12])=[O:10])=[C:4]([NH:13][C:14]2[CH:15]=[C:16]([CH3:20])[CH:17]=[CH:18][CH:19]=2)[N:3]=1)=[O:35])([CH3:34])([CH3:32])[CH3:33]. (2) Given the reactants Br[CH:2]([CH2:19][CH:20]([CH3:22])[CH3:21])[C:3]([NH:5][C:6]1[CH:11]=[CH:10][C:9]([C:12]2[O:16][CH:15]=[N:14][CH:13]=2)=[C:8]([O:17][CH3:18])[CH:7]=1)=[O:4].[NH:23]1[CH2:27][CH2:26][CH:25]([NH:28][C:29](=[O:35])[O:30][C:31]([CH3:34])([CH3:33])[CH3:32])[CH2:24]1.C(N(CC)C(C)C)(C)C.O, predict the reaction product. The product is: [CH3:18][O:17][C:8]1[CH:7]=[C:6]([NH:5][C:3](=[O:4])[CH:2]([N:23]2[CH2:27][CH2:26][CH:25]([NH:28][C:29](=[O:35])[O:30][C:31]([CH3:33])([CH3:32])[CH3:34])[CH2:24]2)[CH2:19][CH:20]([CH3:22])[CH3:21])[CH:11]=[CH:10][C:9]=1[C:12]1[O:16][CH:15]=[N:14][CH:13]=1. (3) Given the reactants [CH2:1]([N:8]1[C:16]2[C:15](=[O:17])[N:14]([CH2:18][CH2:19][CH2:20][O:21][Si](C(C)(C)C)(C)C)[C:13](=[O:29])[N:12](COCC[Si](C)(C)C)[C:11]=2[N:10]=[C:9]1[Cl:38])[C:2]1[CH:7]=[CH:6][CH:5]=[CH:4][CH:3]=1.[ClH:39], predict the reaction product. The product is: [Cl:38][C:9]1[N:8]([CH2:1][C:2]2[CH:7]=[CH:6][C:5]([Cl:39])=[CH:4][CH:3]=2)[C:16]2[C:15](=[O:17])[N:14]([CH2:18][CH2:19][CH2:20][OH:21])[C:13](=[O:29])[NH:12][C:11]=2[N:10]=1.